Dataset: Full USPTO retrosynthesis dataset with 1.9M reactions from patents (1976-2016). Task: Predict the reactants needed to synthesize the given product. Given the product [Cl:25][C:26]1[CH:31]=[CH:30][C:29]([F:32])=[CH:28][C:27]=1[C:5]1[C:4]([C:3]([OH:2])=[O:24])=[CH:9][C:8]([C:10]2[S:11][CH:12]=[C:13]([C:15]3[CH:20]=[CH:19][C:18]([Cl:21])=[C:17]([Cl:22])[CH:16]=3)[N:14]=2)=[CH:7][CH:6]=1, predict the reactants needed to synthesize it. The reactants are: C[O:2][C:3](=[O:24])[C:4]1[CH:9]=[C:8]([C:10]2[S:11][CH:12]=[C:13]([C:15]3[CH:20]=[CH:19][C:18]([Cl:21])=[C:17]([Cl:22])[CH:16]=3)[N:14]=2)[CH:7]=[CH:6][C:5]=1Br.[Cl:25][C:26]1[CH:31]=[CH:30][C:29]([F:32])=[CH:28][C:27]=1B(O)O.